Dataset: Full USPTO retrosynthesis dataset with 1.9M reactions from patents (1976-2016). Task: Predict the reactants needed to synthesize the given product. (1) Given the product [ClH:44].[CH3:1][O:2][C:3](=[O:43])[CH2:4][O:5][C:6]1[CH:11]=[CH:10][C:9]([CH2:12][NH2:13])=[CH:8][C:7]=1[CH:21]1[CH2:26][CH2:25][N:24]([C:27]([C:29]2[C:37]3[C:32](=[C:33]([CH3:38])[CH:34]=[CH:35][CH:36]=3)[N:31]([CH2:39][CH2:40][O:41][CH3:42])[CH:30]=2)=[O:28])[CH2:23][CH2:22]1, predict the reactants needed to synthesize it. The reactants are: [CH3:1][O:2][C:3](=[O:43])[CH2:4][O:5][C:6]1[CH:11]=[CH:10][C:9]([CH2:12][NH:13]C(OC(C)(C)C)=O)=[CH:8][C:7]=1[CH:21]1[CH2:26][CH2:25][N:24]([C:27]([C:29]2[C:37]3[C:32](=[C:33]([CH3:38])[CH:34]=[CH:35][CH:36]=3)[N:31]([CH2:39][CH2:40][O:41][CH3:42])[CH:30]=2)=[O:28])[CH2:23][CH2:22]1.[ClH:44]. (2) The reactants are: [NH2:1][C:2]([C:4]1[CH:29]=[CH:28][C:7]([O:8][CH2:9][CH2:10][CH2:11][O:12][C:13]2[CH:14]=[C:15]3[C:19](=[CH:20][CH:21]=2)[C@H:18]([CH2:22][C:23]([O:25][CH2:26][CH3:27])=[O:24])[CH2:17][CH2:16]3)=[C:6]([O:30][CH3:31])[CH:5]=1)=[S:3].Cl[CH2:33][C:34](N(C)C)=[O:35].[CH3:39][CH:40](O)[CH3:41]. Given the product [CH2:26]([O:25][C:23](=[O:24])[CH2:22][C@H:18]1[C:19]2[C:15](=[CH:14][C:13]([O:12][CH2:11][CH2:10][CH2:9][O:8][C:7]3[CH:28]=[CH:29][C:4]([C:2]4[S:3][CH:33]=[C:34]([O:35][CH:40]([CH3:41])[CH3:39])[N:1]=4)=[CH:5][C:6]=3[O:30][CH3:31])=[CH:21][CH:20]=2)[CH2:16][CH2:17]1)[CH3:27], predict the reactants needed to synthesize it. (3) Given the product [CH:1]1([NH:5][C:6]2[N:7]=[N:8][C:9]([C:12]#[C:13][C:15]3[CH:16]=[C:17]([C:22]4[NH:26][C:25]5[CH:27]=[C:28]([CH2:31][N:32]6[CH2:33][CH2:34][N:35]([CH3:38])[CH2:36][CH2:37]6)[CH:29]=[CH:30][C:24]=5[N:23]=4)[CH:18]=[CH:19][C:20]=3[CH3:21])=[CH:10][CH:11]=2)[CH2:4][CH2:3][CH2:2]1, predict the reactants needed to synthesize it. The reactants are: [CH:1]1([NH:5][C:6]2[N:7]=[N:8][C:9]([C:12]#[CH:13])=[CH:10][CH:11]=2)[CH2:4][CH2:3][CH2:2]1.I[C:15]1[CH:16]=[C:17]([C:22]2[NH:26][C:25]3[CH:27]=[C:28]([CH2:31][N:32]4[CH2:37][CH2:36][N:35]([CH3:38])[CH2:34][CH2:33]4)[CH:29]=[CH:30][C:24]=3[N:23]=2)[CH:18]=[CH:19][C:20]=1[CH3:21].CCN(C(C)C)C(C)C.CN(C=O)C. (4) Given the product [F:27][CH:26]([F:28])[C:24]1[CH:23]=[CH:22][N:21]=[C:20]([NH:19][C:14]2[CH:13]=[C:12]([C:10]3[N:9]=[N:8][N:7]([CH:1]4[CH2:2][CH2:39][CH2:38][CH:37]([OH:33])[CH:41]4[OH:40])[CH:11]=3)[CH:17]=[C:16]([CH3:18])[CH:15]=2)[N:25]=1, predict the reactants needed to synthesize it. The reactants are: [CH:1]1([N:7]2[CH:11]=[C:10]([C:12]3[CH:13]=[C:14]([NH:19][C:20]4[N:25]=[C:24]([CH:26]([F:28])[F:27])[CH:23]=[CH:22][N:21]=4)[CH:15]=[C:16]([CH3:18])[CH:17]=3)[N:9]=[N:8]2)CCCC=[CH:2]1.C[N+]1([O-])CC[O:33]CC1.[CH2:37]1[CH2:41][O:40][CH2:39][CH2:38]1.